This data is from Catalyst prediction with 721,799 reactions and 888 catalyst types from USPTO. The task is: Predict which catalyst facilitates the given reaction. Reactant: Cl.[NH:2]1[CH2:5][CH:4]([OH:6])[CH2:3]1.C(N(CC)CC)C.[C:14](O[C:14]([O:16][C:17]([CH3:20])([CH3:19])[CH3:18])=[O:15])([O:16][C:17]([CH3:20])([CH3:19])[CH3:18])=[O:15]. Product: [C:17]([O:16][C:14]([N:2]1[CH2:5][CH:4]([OH:6])[CH2:3]1)=[O:15])([CH3:20])([CH3:19])[CH3:18]. The catalyst class is: 8.